The task is: Predict which catalyst facilitates the given reaction.. This data is from Catalyst prediction with 721,799 reactions and 888 catalyst types from USPTO. (1) Reactant: [F:1][C:2]([F:11])([F:10])[C:3]1[CH:8]=[CH:7][C:6]([OH:9])=[CH:5][CH:4]=1.FC(F)(F)[C:14](O)=[O:15].C1N2CN3CN(C2)CN1C3.S(=O)(=O)(O)O. Product: [OH:9][C:6]1[CH:5]=[CH:4][C:3]([C:2]([F:10])([F:11])[F:1])=[CH:8][C:7]=1[CH:14]=[O:15]. The catalyst class is: 6. (2) Reactant: [Br:1][C:2]1[C:3]([CH2:21][N:22]2[CH2:27][CH2:26][O:25][CH2:24][CH2:23]2)=[CH:4][C:5]([O:11][CH2:12][C:13]2[CH:18]=[CH:17][C:16]([F:19])=[CH:15][C:14]=2[F:20])=[C:6]([CH:10]=1)[C:7](O)=[O:8].C(N(C(C)C)CC)(C)C.ON1C2N=CC=CC=2N=N1.Cl.[CH3:48][C:49]1[C:53]([NH2:54])=[CH:52][O:51][N:50]=1.C(Cl)CCl. Product: [Br:1][C:2]1[C:3]([CH2:21][N:22]2[CH2:27][CH2:26][O:25][CH2:24][CH2:23]2)=[CH:4][C:5]([O:11][CH2:12][C:13]2[CH:18]=[CH:17][C:16]([F:19])=[CH:15][C:14]=2[F:20])=[C:6]([CH:10]=1)[C:7]([NH:54][C:53]1[C:49]([CH3:48])=[N:50][O:51][CH:52]=1)=[O:8]. The catalyst class is: 9. (3) Reactant: [Cl:1][C:2]1[N:3]=[CH:4][C:5]([C:8](Cl)=[O:9])=[N:6][CH:7]=1.[CH3:11][O:12][C:13]1[CH:31]=[C:30]([O:32][CH3:33])[CH:29]=[CH:28][C:14]=1[CH2:15][NH:16][CH2:17][C:18]1[CH:23]=[CH:22][C:21]([O:24][CH3:25])=[CH:20][C:19]=1[O:26][CH3:27].C(N(CC)CC)C. Product: [Cl:1][C:2]1[N:3]=[CH:4][C:5]([C:8]([N:16]([CH2:15][C:14]2[CH:28]=[CH:29][C:30]([O:32][CH3:33])=[CH:31][C:13]=2[O:12][CH3:11])[CH2:17][C:18]2[CH:23]=[CH:22][C:21]([O:24][CH3:25])=[CH:20][C:19]=2[O:26][CH3:27])=[O:9])=[N:6][CH:7]=1. The catalyst class is: 54. (4) Reactant: Cl.[Cl:2][CH2:3][CH2:4][NH:5][CH2:6][CH2:7][Cl:8].C(N(CC)CC)C.[C:16]1([CH3:26])[CH:21]=[CH:20][C:19]([S:22](Cl)(=[O:24])=[O:23])=[CH:18][CH:17]=1. Product: [Cl:2][CH2:3][CH2:4][N:5]([CH2:6][CH2:7][Cl:8])[S:22]([C:19]1[CH:20]=[CH:21][C:16]([CH3:26])=[CH:17][CH:18]=1)(=[O:24])=[O:23]. The catalyst class is: 6. (5) Reactant: C1C2C(COC([NH:18][C@H:19]3[CH2:23][N:22]([C:24]([O:26]C(C)(C)C)=O)[C@H:21]([CH2:31][O:32][C:33](=[O:43])[NH:34][C:35]4[CH:40]=[CH:39][C:38]([CH2:41][CH3:42])=[CH:37][CH:36]=4)[CH2:20]3)=O)C3C(=CC=CC=3)C=2C=CC=1.Cl.CCN(C(C)C)C(C)C.[Cl:54][C:55]1[CH:64]=[CH:63][CH:62]=[CH:61][C:56]=1[CH2:57][N:58]=C=O. Product: [CH2:41]([C:38]1[CH:37]=[CH:36][C:35]([NH:34][C:33](=[O:43])[O:32][CH2:31][C@@H:21]2[CH2:20][C@@H:19]([NH2:18])[CH2:23][N:22]2[C:24](=[O:26])[NH:58][CH2:57][C:56]2[CH:61]=[CH:62][CH:63]=[CH:64][C:55]=2[Cl:54])=[CH:40][CH:39]=1)[CH3:42]. The catalyst class is: 5.